The task is: Predict which catalyst facilitates the given reaction.. This data is from Catalyst prediction with 721,799 reactions and 888 catalyst types from USPTO. (1) Reactant: [C@H:1]1([N:11]2[C:19](=[O:20])[C:18]3[C:13](=[CH:14][CH:15]=[CH:16][CH:17]=3)[C:12]2=[O:21])[C:10]2[C:5](=[CH:6][CH:7]=[CH:8][CH:9]=2)[CH2:4][CH2:3][CH2:2]1.O.[O-:23][Mn](=O)(=O)=O.[K+]. Product: [O:23]=[C:4]1[C:5]2[C:10](=[CH:9][CH:8]=[CH:7][CH:6]=2)[C@H:1]([N:11]2[C:19](=[O:20])[C:18]3[C:13](=[CH:14][CH:15]=[CH:16][CH:17]=3)[C:12]2=[O:21])[CH2:2][CH2:3]1. The catalyst class is: 21. (2) Reactant: [Cl:1][C:2]1[CH:7]=[CH:6][C:5]([CH2:8][N:9]2[CH2:14][CH2:13][N:12](C(OC(C)(C)C)=O)[CH2:11][CH2:10]2)=[C:4]([N:22]2[CH2:27][CH2:26][N:25]3[N:28]=[CH:29][N:30]=[C:24]3[CH2:23]2)[CH:3]=1.FC(F)(F)C(O)=O. Product: [Cl:1][C:2]1[CH:7]=[CH:6][C:5]([CH2:8][N:9]2[CH2:10][CH2:11][NH:12][CH2:13][CH2:14]2)=[C:4]([N:22]2[CH2:27][CH2:26][N:25]3[N:28]=[CH:29][N:30]=[C:24]3[CH2:23]2)[CH:3]=1. The catalyst class is: 4. (3) Reactant: [CH3:1][N:2]([CH3:11])[S:3]([N:6]1[CH:10]=[CH:9][CH:8]=[N:7]1)(=[O:5])=[O:4].C([Li])CCC.[Br:17]C(Cl)(Cl)C(Br)(Cl)Cl. Product: [CH3:1][N:2]([CH3:11])[S:3]([N:6]1[CH:10]=[CH:9][C:8]([Br:17])=[N:7]1)(=[O:4])=[O:5]. The catalyst class is: 1. (4) Reactant: [CH3:1][O:2][C:3]1[C:11]([O:12][CH3:13])=[CH:10][CH:9]=[C:8]2[C:4]=1[CH:5]=[C:6]([CH2:14]O)[NH:7]2.C([SiH](CC)CC)C.FC(F)(F)C(O)=O. Product: [CH3:1][O:2][C:3]1[C:11]([O:12][CH3:13])=[CH:10][CH:9]=[C:8]2[C:4]=1[CH:5]=[C:6]([CH3:14])[NH:7]2. The catalyst class is: 4. (5) Reactant: [Cl:1][C:2]1[CH:3]=[C:4]([C:8]2[N:12]=[CH:11][N:10](/[CH:13]=[CH:14]\[C:15]([O:17]C(C)C)=[O:16])[N:9]=2)[CH:5]=[CH:6][CH:7]=1.C1COCC1.O.[Li+].[OH-]. Product: [Cl:1][C:2]1[CH:3]=[C:4]([C:8]2[N:12]=[CH:11][N:10](/[CH:13]=[CH:14]\[C:15]([OH:17])=[O:16])[N:9]=2)[CH:5]=[CH:6][CH:7]=1. The catalyst class is: 13.